This data is from Catalyst prediction with 721,799 reactions and 888 catalyst types from USPTO. The task is: Predict which catalyst facilitates the given reaction. (1) Reactant: COC1C=C(OC)C=CC=1C[N:6]1[C:11](=[O:12])[C:10]2[CH:13]=[C:14]([CH2:16][CH3:17])[S:15][C:9]=2[NH:8][C:7]1=[O:18].[F:25][C:26]1[CH:27]=[C:28]([C:40]#[N:41])[C:29]([C:32]2[CH:37]=[CH:36][C:35]([CH2:38]O)=[CH:34][CH:33]=2)=[CH:30][CH:31]=1.N(C(N1CCCCC1)=O)=NC(N1CCCCC1)=O.C(P(CCCC)CCCC)CCC. Product: [CH2:16]([C:14]1[S:15][C:9]2[N:8]([CH2:38][C:35]3[CH:36]=[CH:37][C:32]([C:29]4[C:28]([C:40]#[N:41])=[CH:27][C:26]([F:25])=[CH:31][CH:30]=4)=[CH:33][CH:34]=3)[C:7](=[O:18])[NH:6][C:11](=[O:12])[C:10]=2[CH:13]=1)[CH3:17]. The catalyst class is: 362. (2) Reactant: [C:1]([C:5]1[CH:12]=[CH:11][C:8]([CH:9]=O)=[CH:7][CH:6]=1)([CH3:4])([CH3:3])[CH3:2].Cl.[F:14][CH:15]([F:26])[O:16][C:17]1[CH:22]=[CH:21][C:20]([CH2:23][CH2:24][NH2:25])=[CH:19][CH:18]=1.C(=O)([O-])[O-].[K+].[K+].[BH4-].[Na+].Cl. Product: [C:1]([C:5]1[CH:12]=[CH:11][C:8]([CH2:9][NH:25][CH2:24][CH2:23][C:20]2[CH:19]=[CH:18][C:17]([O:16][CH:15]([F:14])[F:26])=[CH:22][CH:21]=2)=[CH:7][CH:6]=1)([CH3:4])([CH3:3])[CH3:2]. The catalyst class is: 5. (3) Reactant: [BH4-].[Na+].[Cl-].[Ca+2].[Cl-].C1COCC1.[Cl:11][C:12]1[N:22]=[CH:21][C:20]([CH2:23][N:24]2[C:28]([CH3:29])=[C:27]([C:30]3[CH:35]=[CH:34][C:33]([C:36]#[N:37])=[CH:32][CH:31]=3)[C:26]([C:38]#[N:39])=[C:25]2[CH2:40][CH2:41][CH3:42])=[CH:19][C:13]=1[C:14](OCC)=[O:15]. Product: [Cl:11][C:12]1[N:22]=[CH:21][C:20]([CH2:23][N:24]2[C:28]([CH3:29])=[C:27]([C:30]3[CH:35]=[CH:34][C:33]([C:36]#[N:37])=[CH:32][CH:31]=3)[C:26]([C:38]#[N:39])=[C:25]2[CH2:40][CH2:41][CH3:42])=[CH:19][C:13]=1[CH2:14][OH:15]. The catalyst class is: 8. (4) Reactant: [BH4-].[Na+].[Br:3][C:4]1[CH:5]=[C:6]([CH:10]=[C:11]([N+:13]([O-:15])=[O:14])[CH:12]=1)[C:7](O)=[O:8].B(F)(F)F.CCOCC. Product: [Br:3][C:4]1[CH:5]=[C:6]([CH2:7][OH:8])[CH:10]=[C:11]([N+:13]([O-:15])=[O:14])[CH:12]=1. The catalyst class is: 7. (5) Reactant: [C:1]([C:4]1[O:5][C:6]2[C:12]([CH2:13][O:14][C:15]3[CH:20]=[CH:19][C:18]([CH2:21][CH2:22][C:23]([O:25]C(C)(C)C)=[O:24])=[C:17]([CH3:30])[C:16]=3[CH3:31])=[CH:11][C:10]([F:32])=[CH:9][C:7]=2[CH:8]=1)(=[O:3])[CH3:2].FC(F)(F)C(O)=O. Product: [C:1]([C:4]1[O:5][C:6]2[C:12]([CH2:13][O:14][C:15]3[CH:20]=[CH:19][C:18]([CH2:21][CH2:22][C:23]([OH:25])=[O:24])=[C:17]([CH3:30])[C:16]=3[CH3:31])=[CH:11][C:10]([F:32])=[CH:9][C:7]=2[CH:8]=1)(=[O:3])[CH3:2]. The catalyst class is: 4. (6) Reactant: Br[C:2]1[CH:7]=[CH:6][C:5]([C:8]([OH:14])([CH3:13])[C:9]([F:12])([F:11])[F:10])=[CH:4][CH:3]=1.[CH2:15]([O:22][CH2:23][C@@H:24]1[NH:29][CH2:28][CH2:27][N:26]([S:30]([C:33]2[S:34][CH:35]=[CH:36][CH:37]=2)(=[O:32])=[O:31])[CH2:25]1)[C:16]1[CH:21]=[CH:20][CH:19]=[CH:18][CH:17]=1.CC(C)([O-])C.[Na+].COC(C)(C)C. Product: [CH2:15]([O:22][CH2:23][C@H:24]1[CH2:25][N:26]([S:30]([C:33]2[S:34][CH:35]=[CH:36][CH:37]=2)(=[O:31])=[O:32])[CH2:27][CH2:28][N:29]1[C:2]1[CH:7]=[CH:6][C:5]([C:8]([OH:14])([CH3:13])[C:9]([F:12])([F:11])[F:10])=[CH:4][CH:3]=1)[C:16]1[CH:17]=[CH:18][CH:19]=[CH:20][CH:21]=1. The catalyst class is: 226.